Regression. Given two drug SMILES strings and cell line genomic features, predict the synergy score measuring deviation from expected non-interaction effect. From a dataset of NCI-60 drug combinations with 297,098 pairs across 59 cell lines. (1) Drug 1: C(CN)CNCCSP(=O)(O)O. Drug 2: COCCOC1=C(C=C2C(=C1)C(=NC=N2)NC3=CC=CC(=C3)C#C)OCCOC.Cl. Cell line: HS 578T. Synergy scores: CSS=-3.71, Synergy_ZIP=3.45, Synergy_Bliss=3.24, Synergy_Loewe=0.548, Synergy_HSA=-1.68. (2) Drug 1: CC1CCC2CC(C(=CC=CC=CC(CC(C(=O)C(C(C(=CC(C(=O)CC(OC(=O)C3CCCCN3C(=O)C(=O)C1(O2)O)C(C)CC4CCC(C(C4)OC)OCCO)C)C)O)OC)C)C)C)OC. Drug 2: C#CCC(CC1=CN=C2C(=N1)C(=NC(=N2)N)N)C3=CC=C(C=C3)C(=O)NC(CCC(=O)O)C(=O)O. Cell line: OVCAR-4. Synergy scores: CSS=65.9, Synergy_ZIP=1.15, Synergy_Bliss=-0.222, Synergy_Loewe=-1.63, Synergy_HSA=1.12. (3) Drug 1: CC1=C(C=C(C=C1)C(=O)NC2=CC(=CC(=C2)C(F)(F)F)N3C=C(N=C3)C)NC4=NC=CC(=N4)C5=CN=CC=C5. Drug 2: COCCOC1=C(C=C2C(=C1)C(=NC=N2)NC3=CC=CC(=C3)C#C)OCCOC.Cl. Cell line: HOP-62. Synergy scores: CSS=5.85, Synergy_ZIP=14.7, Synergy_Bliss=18.7, Synergy_Loewe=9.90, Synergy_HSA=3.16.